From a dataset of Forward reaction prediction with 1.9M reactions from USPTO patents (1976-2016). Predict the product of the given reaction. (1) Given the reactants C(OC([NH:8][C:9](=[N:55]C(OC(C)(C)C)=O)[NH:10][C:11]1[CH:54]=[CH:53][C:14]([C:15]([O:17][C:18]2[CH:19]=[C:20]3[C:25](=[CH:26][CH:27]=2)[N:24]=[C:23]([C:28]([N:30]([CH2:39][C:40]2[CH:41]=[C:42]([CH:50]=[CH:51][CH:52]=2)[C:43]([O:45]C(C)(C)C)=[O:44])[CH2:31][C:32]([O:34]C(C)(C)C)=[O:33])=[O:29])[CH:22]=[CH:21]3)=[O:16])=[CH:13][CH:12]=1)=O)(C)(C)C.FC(F)(F)C(O)=O, predict the reaction product. The product is: [NH:10]([C:11]1[CH:12]=[CH:13][C:14]([C:15]([O:17][C:18]2[CH:19]=[C:20]3[C:25](=[CH:26][CH:27]=2)[N:24]=[C:23]([C:28]([N:30]([CH2:39][C:40]2[CH:41]=[C:42]([CH:50]=[CH:51][CH:52]=2)[C:43]([OH:45])=[O:44])[CH2:31][C:32]([OH:34])=[O:33])=[O:29])[CH:22]=[CH:21]3)=[O:16])=[CH:53][CH:54]=1)[C:9]([NH2:55])=[NH:8]. (2) Given the reactants [CH:1]1([C:4]2[CH:5]=[C:6]([C@@H:10]([NH:12][C:13]([C:15]3[CH:16]=[C:17]4[C:21](=[CH:22][CH:23]=3)[N:20]([CH2:24][C:25]3[CH:36]=[CH:35][C:28]([O:29][CH2:30][C:31]([O:33]C)=[O:32])=[CH:27][CH:26]=3)[C:19]([CH3:37])=[C:18]4[CH3:38])=[O:14])[CH3:11])[CH:7]=[CH:8][CH:9]=2)[CH2:3][CH2:2]1.[OH-].[Na+], predict the reaction product. The product is: [CH:1]1([C:4]2[CH:5]=[C:6]([C@@H:10]([NH:12][C:13]([C:15]3[CH:16]=[C:17]4[C:21](=[CH:22][CH:23]=3)[N:20]([CH2:24][C:25]3[CH:36]=[CH:35][C:28]([O:29][CH2:30][C:31]([OH:33])=[O:32])=[CH:27][CH:26]=3)[C:19]([CH3:37])=[C:18]4[CH3:38])=[O:14])[CH3:11])[CH:7]=[CH:8][CH:9]=2)[CH2:2][CH2:3]1. (3) The product is: [Cl:1][C:2]1[CH:11]=[C:10]([C:12](=[O:14])[CH3:13])[C:5]2[O:6][CH2:7][CH2:8][O:9][C:4]=2[CH:3]=1. Given the reactants [Cl:1][C:2]1[CH:11]=[C:10]([CH:12]([OH:14])[CH3:13])[C:5]2[O:6][CH2:7][CH2:8][O:9][C:4]=2[CH:3]=1.C1C=C[NH+]=CC=1.[O-][Cr](Cl)(=O)=O.C(OCC)C, predict the reaction product.